Task: Predict the product of the given reaction.. Dataset: Forward reaction prediction with 1.9M reactions from USPTO patents (1976-2016) (1) Given the reactants O[C:2]1[C:3]2[C:4](=[C:8]([C:11]([O:13][CH2:14][CH3:15])=[O:12])[S:9][N:10]=2)[N:5]=[CH:6][N:7]=1.[N:16]1C(C)=CC=CC=1C.P(Cl)(Cl)(Cl)=O.N1C=NC=N1.N, predict the reaction product. The product is: [NH2:16][C:2]1[C:3]2[C:4](=[C:8]([C:11]([O:13][CH2:14][CH3:15])=[O:12])[S:9][N:10]=2)[N:5]=[CH:6][N:7]=1. (2) Given the reactants [C:1]([C@H:5]1[O:10][C@@H:9]([C:11]2[O:15][N:14]=[C:13]([C:16]([OH:18])=O)[C:12]=2[CH3:19])[CH2:8][CH2:7][CH2:6]1)([CH3:4])([CH3:3])[CH3:2].C([C@@H]1O[C@H](C2ON=C(C(O)=O)C=2C)CCC1)(C)(C)C.C(Cl)(=O)C(Cl)=O.CN(C=O)C.[CH:50]1([N:56]2[C:60](=[O:61])[C:59]([NH:62]C(C3C(C)=C(/C=C/C(C)(C)C)ON=3)=O)=[C:58]([CH3:77])[N:57]2[CH3:78])[CH2:55][CH2:54][CH2:53]CC1.C(N(CC)CC)C, predict the reaction product. The product is: [C:1]([CH:5]1[O:10][CH:9]([C:11]2[O:15][N:14]=[C:13]([C:16]([NH:62][C:59]3[C:60](=[O:61])[N:56]([CH:50]4[CH2:53][CH2:54][CH2:55]4)[N:57]([CH3:78])[C:58]=3[CH3:77])=[O:18])[C:12]=2[CH3:19])[CH2:8][CH2:7][CH2:6]1)([CH3:2])([CH3:3])[CH3:4]. (3) Given the reactants [CH3:1][C:2]1[CH:3]=[CH:4][C:5]([NH:21][C:22]([C:24]2[CH:25]=[CH:26][C:27]([CH2:30]N3CCN(C)CC3)=[CH:28][CH:29]=2)=[O:23])=[CH:6][C:7]=1[NH:8][C:9]1[N:10]=[CH:11][CH:12]=[C:13]([C:15]2[CH:16]=[CH:17][CH:18]=[N:19][CH:20]=2)[N:14]=1.[Cl:38]CC1C=CC(C(Cl)=O)=CC=1, predict the reaction product. The product is: [Cl:38][CH2:30][C:27]1[CH:28]=[CH:29][C:24]([C:22]([NH:21][C:5]2[CH:4]=[CH:3][C:2]([CH3:1])=[C:7]([NH:8][C:9]3[N:14]=[C:13]([C:15]4[CH:20]=[N:19][CH:18]=[CH:17][CH:16]=4)[CH:12]=[CH:11][N:10]=3)[CH:6]=2)=[O:23])=[CH:25][CH:26]=1. (4) Given the reactants [CH3:1][N:2]1[CH2:6][CH2:5][CH2:4][C@H:3]1[C:7]1[N:11]2[CH:12]=[C:13]([O:16][C@H:17]3[C:26]4[C:21](=[CH:22][CH:23]=[CH:24][CH:25]=4)[C@@H:20]([NH2:27])[CH2:19][CH2:18]3)[CH:14]=[CH:15][C:10]2=[N:9][N:8]=1.ClC(Cl)(Cl)C[O:31][C:32](=O)[NH:33][C:34]1[N:35]([C:43]2[CH:48]=[CH:47][C:46]([CH3:49])=[CH:45][CH:44]=2)[N:36]=[C:37]([C:39]([CH3:42])([CH3:41])[CH3:40])[CH:38]=1, predict the reaction product. The product is: [C:39]([C:37]1[CH:38]=[C:34]([NH:33][C:32]([NH:27][C@@H:20]2[C:21]3[C:26](=[CH:25][CH:24]=[CH:23][CH:22]=3)[C@H:17]([O:16][C:13]3[CH:14]=[CH:15][C:10]4[N:11]([C:7]([C@@H:3]5[CH2:4][CH2:5][CH2:6][N:2]5[CH3:1])=[N:8][N:9]=4)[CH:12]=3)[CH2:18][CH2:19]2)=[O:31])[N:35]([C:43]2[CH:48]=[CH:47][C:46]([CH3:49])=[CH:45][CH:44]=2)[N:36]=1)([CH3:42])([CH3:40])[CH3:41]. (5) Given the reactants [C:1]([O:5][C:6]([N:8]1[C:16]2[C:11](=[CH:12][CH:13]=[C:14](Br)[CH:15]=2)[C:10]([CH2:18][C:19]([O:21][CH2:22][CH3:23])=[O:20])=[CH:9]1)=[O:7])([CH3:4])([CH3:3])[CH3:2].[N+:24]([C:27]1[CH:28]=[C:29](B2OC(C)(C)C(C)(C)O2)[CH:30]=[C:31]([N+:33]([O-:35])=[O:34])[CH:32]=1)([O-:26])=[O:25].[O-]P([O-])([O-])=O.[K+].[K+].[K+], predict the reaction product. The product is: [C:1]([O:5][C:6]([N:8]1[C:16]2[C:11](=[CH:12][CH:13]=[C:14]([C:29]3[CH:28]=[C:27]([N+:24]([O-:26])=[O:25])[CH:32]=[C:31]([N+:33]([O-:35])=[O:34])[CH:30]=3)[CH:15]=2)[C:10]([CH2:18][C:19]([O:21][CH2:22][CH3:23])=[O:20])=[CH:9]1)=[O:7])([CH3:4])([CH3:3])[CH3:2].